Dataset: Reaction yield outcomes from USPTO patents with 853,638 reactions. Task: Predict the reaction yield, written as a fraction of the theoretical maximum amount of product (1.0 means a 100% yield; for example, 0.34 means a 34% yield). The reactants are O[Li].O.[N:4]1[CH:9]=[CH:8][CH:7]=[C:6]([C:10]2[S:14][C:13]([C:15]([O:17]C)=[O:16])=[N:12][CH:11]=2)[CH:5]=1. The catalyst is C1COCC1.O. The product is [N:4]1[CH:9]=[CH:8][CH:7]=[C:6]([C:10]2[S:14][C:13]([C:15]([OH:17])=[O:16])=[N:12][CH:11]=2)[CH:5]=1. The yield is 0.940.